From a dataset of Catalyst prediction with 721,799 reactions and 888 catalyst types from USPTO. Predict which catalyst facilitates the given reaction. Reactant: [NH:1]1[C:9]2[C:4](=[C:5]([C:10]3[CH:18]=[C:17]4[C:13]([CH:14]=[N:15][NH:16]4)=[C:12]([NH:19][C:20]([C:22]4[C:27]([C:28]([CH3:30])=[CH2:29])=[CH:26][CH:25]=[CH:24][N:23]=4)=[O:21])[CH:11]=3)[CH:6]=[CH:7][CH:8]=2)[CH:3]=[CH:2]1. Product: [NH:1]1[C:9]2[C:4](=[C:5]([C:10]3[CH:18]=[C:17]4[C:13]([CH:14]=[N:15][NH:16]4)=[C:12]([NH:19][C:20]([C:22]4[C:27]([CH:28]([CH3:30])[CH3:29])=[CH:26][CH:25]=[CH:24][N:23]=4)=[O:21])[CH:11]=3)[CH:6]=[CH:7][CH:8]=2)[CH:3]=[CH:2]1. The catalyst class is: 29.